This data is from Tyrosyl-DNA phosphodiesterase HTS with 341,365 compounds. The task is: Binary Classification. Given a drug SMILES string, predict its activity (active/inactive) in a high-throughput screening assay against a specified biological target. (1) The drug is O1C(CCC1)C(=O)Nc1c(c(NC(=O)C2OCCC2)c(cc1C)C)C. The result is 0 (inactive). (2) The molecule is O=C1N(CC(=O)Nc2ccc(cc2)C)C(=O)N\C1=C/c1n(c2cc(ccc2)C(O)=O)ccc1. The result is 1 (active). (3) The drug is O=c1n(nc(c2c1n(c1c2cccc1)C)C(=O)NCCCN(CC)c1ccccc1)c1ccc(cc1)C. The result is 0 (inactive).